From a dataset of Peptide-MHC class II binding affinity with 134,281 pairs from IEDB. Regression. Given a peptide amino acid sequence and an MHC pseudo amino acid sequence, predict their binding affinity value. This is MHC class II binding data. (1) The peptide sequence is ISFCNANPGLMKDVA. The MHC is DRB3_0101 with pseudo-sequence DRB3_0101. The binding affinity (normalized) is 0.443. (2) The peptide sequence is YCDMMSLNLTIVSVS. The MHC is HLA-DPA10201-DPB10501 with pseudo-sequence HLA-DPA10201-DPB10501. The binding affinity (normalized) is 0.279. (3) The peptide sequence is PLHLRYYRITYGETG. The MHC is DRB1_0404 with pseudo-sequence DRB1_0404. The binding affinity (normalized) is 0.607. (4) The peptide sequence is PRTLLTKGTLEPEYF. The MHC is DRB1_0101 with pseudo-sequence DRB1_0101. The binding affinity (normalized) is 0.844. (5) The peptide sequence is FEIKCTKPEACSGEPVVVHI. The MHC is HLA-DPA10301-DPB10402 with pseudo-sequence HLA-DPA10301-DPB10402. The binding affinity (normalized) is 0.240. (6) The peptide sequence is ITYGETGGNSPVQEF. The MHC is DRB1_0101 with pseudo-sequence DRB1_0101. The binding affinity (normalized) is 0.299. (7) The peptide sequence is KLVLDIKYTRPGDSL. The MHC is DRB1_1101 with pseudo-sequence DRB1_1101. The binding affinity (normalized) is 0.598. (8) The peptide sequence is STWYGKPTAAGPKDN. The MHC is DRB1_0401 with pseudo-sequence DRB1_0401. The binding affinity (normalized) is 0.155. (9) The peptide sequence is YLAILVKYVDGDGDV. The MHC is HLA-DQA10501-DQB10301 with pseudo-sequence HLA-DQA10501-DQB10301. The binding affinity (normalized) is 0.422.